Dataset: Forward reaction prediction with 1.9M reactions from USPTO patents (1976-2016). Task: Predict the product of the given reaction. Given the reactants I[C:2]1[C:10]2[CH:9]=[N:8][CH:7]=[N:6][C:5]=2[N:4]([C:11]2([CH3:15])[CH2:14][O:13][CH2:12]2)[CH:3]=1.C1(C(=[N:29][C:30]2[CH:35]=[CH:34][N:33]=[C:32]([C:36](N(OC)C)=[O:37])[CH:31]=2)C2C=CC=CC=2)C=CC=CC=1, predict the reaction product. The product is: [NH2:29][C:30]1[CH:35]=[CH:34][N:33]=[C:32]([C:36]([C:2]2[C:10]3[CH:9]=[N:8][CH:7]=[N:6][C:5]=3[N:4]([C:11]3([CH3:15])[CH2:14][O:13][CH2:12]3)[CH:3]=2)=[O:37])[CH:31]=1.